Task: Predict the reaction yield, written as a fraction of the theoretical maximum amount of product (1.0 means a 100% yield; for example, 0.34 means a 34% yield).. Dataset: Reaction yield outcomes from USPTO patents with 853,638 reactions (1) The reactants are [Cl:1][C:2]1[CH:11]=[C:10]([CH:12]=[CH2:13])[CH:9]=[CH:8][C:3]=1[C:4]([O:6][CH3:7])=[O:5]. The catalyst is [O-]S([O-])(=O)=O.[Ba+2].[Pd].C(OCC)(=O)C. The product is [Cl:1][C:2]1[CH:11]=[C:10]([CH2:12][CH3:13])[CH:9]=[CH:8][C:3]=1[C:4]([O:6][CH3:7])=[O:5]. The yield is 0.960. (2) The reactants are [CH2:1]1[CH2:11][CH2:10][N:9]2[C:4](=[N:5][CH2:6][CH2:7][CH2:8]2)[CH2:3][CH2:2]1.[CH3:12]N(C)C(=O)C.[CH:18]1(P(C2CCCCC2)C2C=CC=CC=2C2C=CC=CC=2)[CH2:23]CCC[CH2:19]1. The catalyst is C([O-])(=O)C.[Pd+2].C([O-])(=O)C.O. The product is [CH3:12][C:7]1[CH:6]=[N:5][C:4]2[NH:9][C:10]3[C:2]([C:3]=2[CH:8]=1)=[CH:23][CH:18]=[CH:19][C:11]=3[CH3:1]. The yield is 0.441. (3) The reactants are [C:1]([O:5][C:6](=[O:28])[N:7]([C@H:18]([CH3:27])[C@H:19]([F:26])[C:20]1[CH:25]=[CH:24][CH:23]=[CH:22][CH:21]=1)[CH2:8][C:9]1[CH:14]=[CH:13][CH:12]=[C:11]([N+:15]([O-])=O)[CH:10]=1)([CH3:4])([CH3:3])[CH3:2].[In].[Cl-].[NH4+]. The catalyst is C(O)C.COC(C)(C)C. The product is [C:1]([O:5][C:6](=[O:28])[N:7]([C@H:18]([CH3:27])[C@H:19]([F:26])[C:20]1[CH:21]=[CH:22][CH:23]=[CH:24][CH:25]=1)[CH2:8][C:9]1[CH:14]=[CH:13][CH:12]=[C:11]([NH2:15])[CH:10]=1)([CH3:4])([CH3:2])[CH3:3]. The yield is 0.560. (4) The reactants are C(OC([NH:8][CH:9]1[C:18]2[C:13](=[CH:14][CH:15]=[C:16]([NH:19][C:20]([C:22]3[C:31](=[O:32])[C:30]4[C:25](=[CH:26][CH:27]=[CH:28][CH:29]=4)[NH:24][CH:23]=3)=[O:21])[CH:17]=2)[CH2:12][CH2:11][CH2:10]1)=O)(C)(C)C.C(O)(C(F)(F)F)=O. The catalyst is ClCCl. The product is [NH2:8][CH:9]1[C:18]2[C:13](=[CH:14][CH:15]=[C:16]([NH:19][C:20]([C:22]3[C:31](=[O:32])[C:30]4[C:25](=[CH:26][CH:27]=[CH:28][CH:29]=4)[NH:24][CH:23]=3)=[O:21])[CH:17]=2)[CH2:12][CH2:11][CH2:10]1. The yield is 0.930. (5) The reactants are C(#N)C.C(=O)([O-])[O-].[Na+].[Na+].[NH2:10][C:11]1[CH:16]=[C:15]([NH:17][CH:18]2[CH2:23][CH2:22][N:21]([C:24]([O:26][C:27]([CH3:30])([CH3:29])[CH3:28])=[O:25])[CH2:20][CH2:19]2)[C:14](Br)=[CH:13][N:12]=1.[CH3:32][O:33][C:34]1[CH:39]=[CH:38][C:37](B(O)O)=[CH:36][CH:35]=1. The catalyst is CO.C1C=CC([P]([Pd]([P](C2C=CC=CC=2)(C2C=CC=CC=2)C2C=CC=CC=2)([P](C2C=CC=CC=2)(C2C=CC=CC=2)C2C=CC=CC=2)[P](C2C=CC=CC=2)(C2C=CC=CC=2)C2C=CC=CC=2)(C2C=CC=CC=2)C2C=CC=CC=2)=CC=1. The product is [NH2:10][C:11]1[CH:16]=[C:15]([NH:17][CH:18]2[CH2:23][CH2:22][N:21]([C:24]([O:26][C:27]([CH3:30])([CH3:29])[CH3:28])=[O:25])[CH2:20][CH2:19]2)[C:14]([C:37]2[CH:38]=[CH:39][C:34]([O:33][CH3:32])=[CH:35][CH:36]=2)=[CH:13][N:12]=1. The yield is 0.390. (6) The reactants are [Br:1][C:2]1[C:7]([NH2:8])=[CH:6][C:5]([CH3:9])=[CH:4][N:3]=1.[Cl:10][C:11]1[CH:16]=[CH:15][C:14]([S:17](Cl)(=[O:19])=[O:18])=[CH:13][C:12]=1[C:21]([F:24])([F:23])[F:22]. The catalyst is N1C=CC=CC=1. The product is [Br:1][C:2]1[C:7]([NH:8][S:17]([C:14]2[CH:15]=[CH:16][C:11]([Cl:10])=[C:12]([C:21]([F:24])([F:22])[F:23])[CH:13]=2)(=[O:19])=[O:18])=[CH:6][C:5]([CH3:9])=[CH:4][N:3]=1. The yield is 0.840.